This data is from Reaction yield outcomes from USPTO patents with 853,638 reactions. The task is: Predict the reaction yield, written as a fraction of the theoretical maximum amount of product (1.0 means a 100% yield; for example, 0.34 means a 34% yield). (1) The reactants are O.[F:2][C:3]1[C:8]([F:9])=[CH:7][C:6]([I:10])=[CH:5][C:4]=1[C:11](=[O:18])[CH2:12][C:13]([O:15][CH2:16][CH3:17])=[O:14].[CH2:19]([O:21][CH:22](OCC)OCC)[CH3:20].C(OC(=O)C)(=O)C. The catalyst is C(O)C.C(OCC)(=O)C. The product is [F:2][C:3]1[C:8]([F:9])=[CH:7][C:6]([I:10])=[CH:5][C:4]=1[C:11]([C:12](=[CH:22][O:21][CH2:19][CH3:20])[C:13]([O:15][CH2:16][CH3:17])=[O:14])=[O:18]. The yield is 0.985. (2) The reactants are [NH:1]1[CH2:7][C:5](=[O:6])[NH:4][C:2]1=[O:3].[CH:8]1([NH:11][C:12]2[N:17]3[N:18]=[CH:19][C:20]([CH:21]=O)=[C:16]3[N:15]=[C:14]([N:23]3[CH2:28][CH2:27][N:26]([C:29]4[N:36]=[CH:35][CH:34]=[CH:33][C:30]=4[C:31]#[N:32])[CH2:25][CH2:24]3)[C:13]=2[CH3:37])[CH2:10][CH2:9]1.N1CCCCC1. The catalyst is C(O)C.O. The product is [CH:8]1([NH:11][C:12]2[N:17]3[N:18]=[CH:19][C:20]([CH:21]=[C:7]4[C:5](=[O:6])[NH:4][C:2](=[O:3])[NH:1]4)=[C:16]3[N:15]=[C:14]([N:23]3[CH2:28][CH2:27][N:26]([C:29]4[N:36]=[CH:35][CH:34]=[CH:33][C:30]=4[C:31]#[N:32])[CH2:25][CH2:24]3)[C:13]=2[CH3:37])[CH2:9][CH2:10]1. The yield is 0.170.